From a dataset of Reaction yield outcomes from USPTO patents with 853,638 reactions. Predict the reaction yield, written as a fraction of the theoretical maximum amount of product (1.0 means a 100% yield; for example, 0.34 means a 34% yield). (1) The reactants are [CH2:1]([C@@H:5]1[NH:10][CH2:9][C@H:8]([C:11]2[CH:16]=[CH:15][CH:14]=[CH:13][CH:12]=2)[NH:7][C:6]1=[O:17])[CH:2]([CH3:4])[CH3:3].[F:18][C:19]1[CH:20]=[C:21]([C:26]2[O:30][N:29]=[C:28]([C:31](O)=[O:32])[CH:27]=2)[CH:22]=[CH:23][C:24]=1[F:25].C([C@@H]1N(C(=O)/C=C/C2C=CC=CC=2)C[C@H](CC(C)C)NC1=O)C(C)C. No catalyst specified. The product is [F:18][C:19]1[CH:20]=[C:21]([C:26]2[O:30][N:29]=[C:28]([C:31]([N:10]3[CH2:9][C@H:8]([C:11]4[CH:12]=[CH:13][CH:14]=[CH:15][CH:16]=4)[NH:7][C:6](=[O:17])[C@@H:5]3[CH2:1][CH:2]([CH3:4])[CH3:3])=[O:32])[CH:27]=2)[CH:22]=[CH:23][C:24]=1[F:25]. The yield is 0.860. (2) The reactants are [S:1]1[CH:5]=[CH:4][C:3]2[C:6]([N:10]3[CH2:15][CH2:14][N:13]([CH2:16][CH2:17][CH2:18][CH2:19][O:20][C:21]4[CH:30]=[C:29]5[C:24]([CH2:25][CH2:26][C:27](=[O:46])[N:28]5[CH2:31][O:32][C:33](=[O:45])[CH2:34][CH2:35][CH2:36][CH2:37][CH2:38][CH2:39][CH2:40][CH2:41][CH2:42][CH2:43][CH3:44])=[CH:23][CH:22]=4)[CH2:12][CH2:11]3)=[CH:7][CH:8]=[CH:9][C:2]1=2.FC(F)(F)C(O)=O.ClC1C(=O)C(C#N)=C(C#N)C(=O)C=1Cl.C(=O)([O-])[O-].[Na+].[Na+]. The catalyst is C1COCC1.O. The product is [S:1]1[CH:5]=[CH:4][C:3]2[C:6]([N:10]3[CH2:11][CH2:12][N:13]([CH2:16][CH2:17][CH2:18][CH2:19][O:20][C:21]4[CH:30]=[C:29]5[C:24]([CH:25]=[CH:26][C:27](=[O:46])[N:28]5[CH2:31][O:32][C:33](=[O:45])[CH2:34][CH2:35][CH2:36][CH2:37][CH2:38][CH2:39][CH2:40][CH2:41][CH2:42][CH2:43][CH3:44])=[CH:23][CH:22]=4)[CH2:14][CH2:15]3)=[CH:7][CH:8]=[CH:9][C:2]1=2. The yield is 0.334. (3) The reactants are C([Li])CCC.C(NC(C)C)(C)C.[Br:13][C:14]1[CH:19]=[CH:18][C:17]([Cl:20])=[CH:16][C:15]=1[F:21].C[O:23]B(OC)OC.C(OO)(=O)C. The catalyst is O1CCCC1.O. The product is [Br:13][C:14]1[C:15]([F:21])=[C:16]([OH:23])[C:17]([Cl:20])=[CH:18][CH:19]=1. The yield is 0.510. (4) The reactants are [CH3:1][O:2][C:3]1[CH:4]=[C:5]2[C:9](=[CH:10][CH:11]=1)[NH:8][CH:7]=[CH:6]2.[Br:12][C:13]1[CH:18]=[CH:17][C:16](F)=[CH:15][CH:14]=1.C1OCCOCCOCCOCCOCCOC1.[F-].[K+]. The catalyst is CS(C)=O.O.CCOCC. The product is [Br:12][C:13]1[CH:18]=[CH:17][C:16]([N:8]2[C:9]3[C:5](=[CH:4][C:3]([O:2][CH3:1])=[CH:11][CH:10]=3)[CH:6]=[CH:7]2)=[CH:15][CH:14]=1. The yield is 0.840. (5) The catalyst is C(Cl)Cl.C1COCC1.CN(C=O)C. The yield is 0.760. The product is [CH3:1][N:2]1[CH2:3][CH2:4][N:5]([C:8]2[CH:13]=[CH:12][C:11]([NH:14][C:15]3[N:20]=[C:19]([CH2:21][CH2:22][C:23]4[CH:24]=[C:25]([CH:33]=[CH:34][CH:35]=4)[C:26]([NH2:48])=[O:28])[C:18]([C:36]([F:39])([F:37])[F:38])=[CH:17][N:16]=3)=[CH:10][CH:9]=2)[CH2:6][CH2:7]1. The reactants are [CH3:1][N:2]1[CH2:7][CH2:6][N:5]([C:8]2[CH:13]=[CH:12][C:11]([NH:14][C:15]3[N:20]=[C:19]([CH2:21][CH2:22][C:23]4[CH:24]=[C:25]([CH:33]=[CH:34][CH:35]=4)[C:26]([O:28]C(C)(C)C)=O)[C:18]([C:36]([F:39])([F:38])[F:37])=[CH:17][N:16]=3)=[CH:10][CH:9]=2)[CH2:4][CH2:3]1.FC(F)(F)C(O)=O.O[N:48]1C2C=CC=CC=2N=N1.CCN=C=NCCCN(C)C.Cl.C(N(CC)C(C)C)(C)C.C(=O)([O-])[O-].[NH4+].[NH4+]. (6) The reactants are [Br:1][C:2]1[C:3]([F:11])=[CH:4][C:5](F)=[C:6]([CH:9]=1)[CH:7]=O.[CH3:12][O:13][C:14](=[O:17])[CH2:15][SH:16]. The catalyst is CS(C)=O. The product is [Br:1][C:2]1[C:3]([F:11])=[CH:4][C:5]2[S:16][C:15]([C:14]([O:13][CH3:12])=[O:17])=[CH:7][C:6]=2[CH:9]=1. The yield is 0.0500. (7) The reactants are [N:1]1[CH:6]=[CH:5][CH:4]=[CH:3][C:2]=1[C:7]1[N:11]=[C:10]([C:12]2[CH:17]=[C:16]([OH:18])[CH:15]=[C:14]([C:19]#[N:20])[CH:13]=2)[O:9][N:8]=1.C(=O)([O-])[O-].[K+].[K+].Br[CH2:28][CH:29]1[CH2:31][CH2:30]1. The catalyst is CN(C)C=O.ClCCl. The product is [N:1]1[CH:6]=[CH:5][CH:4]=[CH:3][C:2]=1[C:7]1[N:11]=[C:10]([C:12]2[CH:17]=[C:16]([O:18][CH2:28][CH:29]3[CH2:31][CH2:30]3)[CH:15]=[C:14]([C:19]#[N:20])[CH:13]=2)[O:9][N:8]=1. The yield is 0.410. (8) The catalyst is O1CCCC1. The reactants are Br[C:2]1[CH:3]=[C:4]([O:11][CH3:12])[CH:5]=[C:6]2[C:10]=1[NH:9][N:8]=[CH:7]2.[H-].[Na+].C([Li])(C)(C)C.CN(C)[CH:22]=[O:23]. The product is [CH3:12][O:11][C:4]1[CH:5]=[C:6]2[C:10](=[C:2]([CH:22]=[O:23])[CH:3]=1)[NH:9][N:8]=[CH:7]2. The yield is 1.00. (9) The reactants are C([NH:9][C:10]([NH:12][C:13]1[C:18]([O:19][C:20]2[CH:25]=[CH:24][CH:23]=[CH:22][CH:21]=2)=[CH:17][C:16]([Cl:26])=[CH:15][N:14]=1)=[S:11])(=O)C1C=CC=CC=1.[OH-].[Na+]. The catalyst is C1COCC1. The product is [Cl:26][C:16]1[CH:17]=[C:18]([O:19][C:20]2[CH:21]=[CH:22][CH:23]=[CH:24][CH:25]=2)[C:13]([NH:12][C:10]([NH2:9])=[S:11])=[N:14][CH:15]=1. The yield is 0.947.